From a dataset of Reaction yield outcomes from USPTO patents with 853,638 reactions. Predict the reaction yield, written as a fraction of the theoretical maximum amount of product (1.0 means a 100% yield; for example, 0.34 means a 34% yield). (1) The reactants are C(OC([N:8]1[CH2:12][CH2:11][C:10]([CH3:20])([C:13]([N:15]2[CH2:19][CH2:18][CH2:17][CH2:16]2)=[O:14])[CH2:9]1)=O)(C)(C)C. The catalyst is C(O)(C(F)(F)F)=O.C(Cl)Cl.O. The product is [CH3:20][C:10]1([C:13]([N:15]2[CH2:19][CH2:18][CH2:17][CH2:16]2)=[O:14])[CH2:11][CH2:12][NH:8][CH2:9]1. The yield is 0.790. (2) The reactants are [Cl-].[Al+3].[Cl-].[Cl-].[Cl:5][CH2:6][CH2:7][CH2:8][C:9](Cl)=[O:10].[C:12]1([CH:18]([CH3:20])[CH3:19])[CH:17]=[CH:16][CH:15]=[CH:14][CH:13]=1. The catalyst is C(Cl)Cl. The product is [Cl:5][CH2:6][CH2:7][CH2:8][C:9]([C:15]1[CH:16]=[CH:17][C:12]([CH:18]([CH3:20])[CH3:19])=[CH:13][CH:14]=1)=[O:10]. The yield is 0.860. (3) The reactants are Br[C:2]1[CH:7]=[C:6]([CH2:8][NH:9][C:10]2[CH:28]=[CH:27][CH:26]=[CH:25][C:11]=2[C:12]([NH:14][C:15]2[CH:16]=[CH:17][C:18]3[C:22]([CH:23]=2)=[N:21][N:20]([CH3:24])[CH:19]=3)=[O:13])[CH:5]=[CH:4][N:3]=1.CN(C=O)C.C(=O)([O-])[O-].[Cs+].[Cs+].[N:40]1([C:46]([NH2:48])=[O:47])[CH2:45][CH2:44][S:43][CH2:42][CH2:41]1. The catalyst is O1CCOCC1.C1C=CC(/C=C/C(/C=C/C2C=CC=CC=2)=O)=CC=1.C1C=CC(/C=C/C(/C=C/C2C=CC=CC=2)=O)=CC=1.C1C=CC(/C=C/C(/C=C/C2C=CC=CC=2)=O)=CC=1.[Pd].[Pd].CC1(C)C2C(=C(P(C3C=CC=CC=3)C3C=CC=CC=3)C=CC=2)OC2C(P(C3C=CC=CC=3)C3C=CC=CC=3)=CC=CC1=2. The product is [CH3:24][N:20]1[CH:19]=[C:18]2[C:22]([CH:23]=[C:15]([NH:14][C:12]([C:11]3[CH:25]=[CH:26][CH:27]=[CH:28][C:10]=3[NH:9][CH2:8][C:6]3[CH:5]=[CH:4][N:3]=[C:2]([NH:48][C:46]([N:40]4[CH2:45][CH2:44][S:43][CH2:42][CH2:41]4)=[O:47])[CH:7]=3)=[O:13])[CH:16]=[CH:17]2)=[N:21]1. The yield is 0.650. (4) The reactants are [N+:1]([C:4]1[CH:5]=[C:6]([C:10]2[O:11][C:12]3[CH:17]=[CH:16][N:15]=[CH:14][C:13]=3[N:18]=2)[CH:7]=[CH:8][CH:9]=1)([O-])=O.[NH4+].[Cl-]. The catalyst is CO.O.[Fe]. The product is [O:11]1[C:12]2[CH:17]=[CH:16][N:15]=[CH:14][C:13]=2[N:18]=[C:10]1[C:6]1[CH:5]=[C:4]([NH2:1])[CH:9]=[CH:8][CH:7]=1. The yield is 0.850.